From a dataset of Full USPTO retrosynthesis dataset with 1.9M reactions from patents (1976-2016). Predict the reactants needed to synthesize the given product. (1) Given the product [CH3:30][C:25]1[CH:24]=[C:23]([CH2:22][N:3]2[C:4]3[CH:10]=[C:9]([N:11]4[CH2:12][CH2:13][O:14][CH2:15][CH2:16]4)[CH:8]=[C:7]([C:17]([O:19][CH3:20])=[O:18])[C:5]=3[N:6]=[C:2]2[CH3:1])[CH:28]=[CH:27][C:26]=1[CH3:29], predict the reactants needed to synthesize it. The reactants are: [CH3:1][C:2]1[NH:6][C:5]2[C:7]([C:17]([O:19][CH3:20])=[O:18])=[CH:8][C:9]([N:11]3[CH2:16][CH2:15][O:14][CH2:13][CH2:12]3)=[CH:10][C:4]=2[N:3]=1.Cl[CH2:22][C:23]1[CH:28]=[CH:27][C:26]([CH3:29])=[C:25]([CH3:30])[CH:24]=1.C(=O)([O-])[O-].[K+].[K+].O. (2) Given the product [CH3:1][O:2][C:3]([C@@H:5]1[CH2:9][C@@H:8]([S:10]([C:13]2[CH:18]=[CH:17][CH:16]=[CH:15][C:14]=2[Cl:19])(=[O:11])=[O:12])[CH2:7][N:6]1[C:20]1[N:35]([CH2:28][C:29]2[CH:34]=[CH:33][CH:32]=[CH:31][CH:30]=2)[N:36]=[C:22]([CH3:23])[CH:21]=1)=[O:4], predict the reactants needed to synthesize it. The reactants are: [CH3:1][O:2][C:3]([C@@H:5]1[CH2:9][C@@H:8]([S:10]([C:13]2[CH:18]=[CH:17][CH:16]=[CH:15][C:14]=2[Cl:19])(=[O:12])=[O:11])[CH2:7][N:6]1[C:20](=S)[CH2:21][C:22](=O)[CH3:23])=[O:4].Cl.Cl.[CH2:28]([NH:35][NH2:36])[C:29]1[CH:34]=[CH:33][CH:32]=[CH:31][CH:30]=1.